Predict the product of the given reaction. From a dataset of Forward reaction prediction with 1.9M reactions from USPTO patents (1976-2016). (1) Given the reactants Cl.[F:2][C:3]([F:35])([F:34])[C:4]1[CH:5]=[C:6]([C:10]2[CH:15]=[CH:14][C:13]([C@H:16]3[CH2:18][C@@H:17]3[NH:19][C@@H:20]3[CH2:25][CH2:24][C@H:23]([NH:26]C(=O)OC(C)(C)C)[CH2:22][CH2:21]3)=[CH:12][CH:11]=2)[CH:7]=[CH:8][CH:9]=1, predict the reaction product. The product is: [F:2][C:3]([F:34])([F:35])[C:4]1[CH:5]=[C:6]([C:10]2[CH:11]=[CH:12][C:13]([C@H:16]3[CH2:18][C@@H:17]3[NH:19][C@H:20]3[CH2:21][CH2:22][C@@H:23]([NH2:26])[CH2:24][CH2:25]3)=[CH:14][CH:15]=2)[CH:7]=[CH:8][CH:9]=1. (2) Given the reactants [H-].[Na+].[NH2:3][C:4]1[CH:9]=[C:8]([Br:10])[N:7]=[C:6]([CH3:11])[N:5]=1.Cl[C:13]1[S:14][C:15]([C:18]([O:20][CH3:21])=[O:19])=[CH:16][N:17]=1.Cl, predict the reaction product. The product is: [Br:10][C:8]1[N:7]=[C:6]([CH3:11])[N:5]=[C:4]([NH:3][C:13]2[S:14][C:15]([C:18]([O:20][CH3:21])=[O:19])=[CH:16][N:17]=2)[CH:9]=1. (3) The product is: [CH2:16]([O:15][C:13](=[O:14])[CH2:12][N:5]1[CH:6]=[C:2]([CH3:1])[N:3]=[CH:4]1)[CH3:17]. Given the reactants [CH3:1][C:2]1[N:3]=[CH:4][NH:5][CH:6]=1.CC[O-].[Na+].Br[CH2:12][C:13]([O:15][CH2:16][CH3:17])=[O:14], predict the reaction product. (4) Given the reactants [F:1][C:2]([F:26])([F:25])[C:3]1[C:11]2[CH2:10][CH2:9][CH2:8][CH2:7][C:6]=2[N:5]([CH2:12][CH2:13][O:14][C:15]2[CH:24]=[CH:23][C:18]([C:19]([O:21]C)=[O:20])=[CH:17][CH:16]=2)[N:4]=1.[OH-].[Na+].Cl.O, predict the reaction product. The product is: [F:26][C:2]([F:1])([F:25])[C:3]1[C:11]2[CH2:10][CH2:9][CH2:8][CH2:7][C:6]=2[N:5]([CH2:12][CH2:13][O:14][C:15]2[CH:16]=[CH:17][C:18]([C:19]([OH:21])=[O:20])=[CH:23][CH:24]=2)[N:4]=1. (5) Given the reactants Br[C:2]1[CH:3]=[C:4]([CH2:9][NH:10][C:11]([C@@H:13]2[CH2:17][C@@H:16]([F:18])[CH2:15][N:14]2[S:19]([C:22]2[CH:27]=[CH:26][C:25]([F:28])=[CH:24][CH:23]=2)(=[O:21])=[O:20])=[O:12])[CH:5]=[C:6]([F:8])[CH:7]=1.[B:29]1([B:29]2[O:33][C:32]([CH3:35])([CH3:34])[C:31]([CH3:37])([CH3:36])[O:30]2)[O:33][C:32]([CH3:35])([CH3:34])[C:31]([CH3:37])([CH3:36])[O:30]1.O1CCOCC1.C([O-])(=O)C.[K+], predict the reaction product. The product is: [F:18][C@H:16]1[CH2:15][N:14]([S:19]([C:22]2[CH:27]=[CH:26][C:25]([F:28])=[CH:24][CH:23]=2)(=[O:21])=[O:20])[C@H:13]([C:11]([NH:10][CH2:9][C:4]2[CH:3]=[C:2]([B:29]3[O:33][C:32]([CH3:35])([CH3:34])[C:31]([CH3:37])([CH3:36])[O:30]3)[CH:7]=[C:6]([F:8])[CH:5]=2)=[O:12])[CH2:17]1.